From a dataset of Peptide-MHC class II binding affinity with 134,281 pairs from IEDB. Regression. Given a peptide amino acid sequence and an MHC pseudo amino acid sequence, predict their binding affinity value. This is MHC class II binding data. (1) The peptide sequence is WLGARYLEFEALGFLNE. The MHC is DRB1_0401 with pseudo-sequence DRB1_0401. The binding affinity (normalized) is 0.611. (2) The peptide sequence is LQIIDKIDAAFKVAA. The MHC is DRB1_0401 with pseudo-sequence DRB1_0401. The binding affinity (normalized) is 0.595. (3) The peptide sequence is LKRMAVSGDDCVVRP. The MHC is DRB1_0701 with pseudo-sequence DRB1_0701. The binding affinity (normalized) is 0.332. (4) The peptide sequence is GELEFEEFVSLASRF. The MHC is DRB3_0202 with pseudo-sequence DRB3_0202. The binding affinity (normalized) is 0. (5) The peptide sequence is MFLGGVKPTHISYIM. The MHC is DRB3_0301 with pseudo-sequence DRB3_0301. The binding affinity (normalized) is 0.619. (6) The peptide sequence is YKDVDKPPFSGMTGC. The MHC is DRB3_0101 with pseudo-sequence DRB3_0101. The binding affinity (normalized) is 0.293. (7) The peptide sequence is AAATAGTTVAGAFAA. The MHC is HLA-DPA10103-DPB10601 with pseudo-sequence HLA-DPA10103-DPB10601. The binding affinity (normalized) is 0.119. (8) The peptide sequence is EKKYFAATQKEPLAA. The binding affinity (normalized) is 0.379. The MHC is HLA-DQA10401-DQB10402 with pseudo-sequence HLA-DQA10401-DQB10402. (9) The peptide sequence is LKKLVFGYRKPLDNI. The MHC is DRB3_0202 with pseudo-sequence DRB3_0202. The binding affinity (normalized) is 0.311.